This data is from Reaction yield outcomes from USPTO patents with 853,638 reactions. The task is: Predict the reaction yield, written as a fraction of the theoretical maximum amount of product (1.0 means a 100% yield; for example, 0.34 means a 34% yield). (1) The reactants are [CH2:1]([N:3]1[CH2:8][CH2:7][CH:6]([CH:9]2[CH2:14][CH2:13][N:12](C(OCC3C=CC=CC=3)=O)[CH2:11][CH2:10]2)[CH2:5][CH2:4]1)[CH3:2].O.C(O)(=O)C.[H][H]. The catalyst is CO.[Pd]. The product is [CH2:1]([N:3]1[CH2:4][CH2:5][CH:6]([CH:9]2[CH2:14][CH2:13][NH:12][CH2:11][CH2:10]2)[CH2:7][CH2:8]1)[CH3:2]. The yield is 1.00. (2) The reactants are [CH3:16][C:11]1([CH3:17])[C:12]([CH3:15])([CH3:14])[O:13][B:9]([B:9]2[O:13][C:12]([CH3:15])([CH3:14])[C:11]([CH3:17])([CH3:16])[O:10]2)[O:10]1.C([O-])(=O)C.[K+].Br[C:25]1[CH:33]=[C:32]2[C:28]([CH:29]=[CH:30][NH:31]2)=[CH:27][C:26]=1[F:34]. The catalyst is O1CCOCC1.C1C=CC(P(C2C=CC=CC=2)[C-]2C=CC=C2)=CC=1.C1C=CC(P(C2C=CC=CC=2)[C-]2C=CC=C2)=CC=1.Cl[Pd]Cl.[Fe+2]. The product is [F:34][C:26]1[CH:27]=[C:28]2[C:32](=[CH:33][C:25]=1[B:9]1[O:10][C:11]([CH3:16])([CH3:17])[C:12]([CH3:14])([CH3:15])[O:13]1)[NH:31][CH:30]=[CH:29]2. The yield is 0.540. (3) The reactants are [NH2:1][C:2]1[N:7]=[C:6]([C:8]([N:10]2[CH2:15][CH2:14][O:13][CH2:12][CH2:11]2)=O)[CH:5]=[C:4]([C:16]([CH3:19])([CH3:18])[CH3:17])[CH:3]=1.CO. The catalyst is C1COCC1. The product is [C:16]([C:4]1[CH:5]=[C:6]([CH2:8][N:10]2[CH2:15][CH2:14][O:13][CH2:12][CH2:11]2)[N:7]=[C:2]([NH2:1])[CH:3]=1)([CH3:19])([CH3:17])[CH3:18]. The yield is 0.350. (4) The reactants are C[O:2][C:3](=O)[CH2:4][C:5]([NH:7][C:8]1[CH:13]=[CH:12][C:11]([O:14][CH2:15][C:16]2[CH:21]=[CH:20][CH:19]=[CH:18][C:17]=2[F:22])=[CH:10][CH:9]=1)=[O:6].[OH-].[NH4+:25]. No catalyst specified. The product is [F:22][C:17]1[CH:18]=[CH:19][CH:20]=[CH:21][C:16]=1[CH2:15][O:14][C:11]1[CH:12]=[CH:13][C:8]([NH:7][C:5](=[O:6])[CH2:4][C:3]([NH2:25])=[O:2])=[CH:9][CH:10]=1. The yield is 0.300. (5) The reactants are [I-].C[P+](C1C=CC=CC=1)(C1C=CC=CC=1)C1C=CC=CC=1.[CH2:22]([Li])[CH2:23][CH2:24][CH3:25].[CH3:27][C:28]1[O:32][C:31]([C:33]2[CH:38]=[CH:37][CH:36]=[CH:35][CH:34]=2)=[N:30][C:29]=1CCC=O. The catalyst is O1CCCC1. The product is [CH2:22]([C:29]1[N:30]=[C:31]([C:33]2[CH:34]=[CH:35][CH:36]=[CH:37][CH:38]=2)[O:32][C:28]=1[CH3:27])[CH2:23][CH:24]=[CH2:25]. The yield is 0.620. (6) The reactants are [CH2:1]([C:3]1[CH:4]=[C:5]([CH2:27][N:28]2[CH2:31][CH:30]([C:32]([O:34]C)=[O:33])[CH2:29]2)[S:6][C:7]=1[C:8]1[N:12]=[C:11]([C:13]2[CH:18]=[CH:17][C:16]([O:19][C:20]3[CH:25]=[CH:24][CH:23]=[C:22]([F:26])[CH:21]=3)=[CH:15][CH:14]=2)[O:10][N:9]=1)[CH3:2].O.[OH-].[Li+].C(O)(=O)C. No catalyst specified. The product is [CH2:1]([C:3]1[CH:4]=[C:5]([CH2:27][N:28]2[CH2:31][CH:30]([C:32]([OH:34])=[O:33])[CH2:29]2)[S:6][C:7]=1[C:8]1[N:12]=[C:11]([C:13]2[CH:14]=[CH:15][C:16]([O:19][C:20]3[CH:25]=[CH:24][CH:23]=[C:22]([F:26])[CH:21]=3)=[CH:17][CH:18]=2)[O:10][N:9]=1)[CH3:2]. The yield is 0.540. (7) The reactants are CO[C:3](=[O:24])[C:4]1[CH:9]=[CH:8][C:7]([O:10][CH2:11][C:12]2[C:13]([C:18]3[CH:23]=[CH:22][CH:21]=[CH:20][CH:19]=3)=[N:14][O:15][C:16]=2[CH3:17])=[N:6][CH:5]=1.[NH2:25][CH2:26][CH2:27][CH2:28][CH2:29][CH2:30][CH2:31][OH:32]. No catalyst specified. The product is [OH:32][CH2:31][CH2:30][CH2:29][CH2:28][CH2:27][CH2:26][NH:25][C:3](=[O:24])[C:4]1[CH:9]=[CH:8][C:7]([O:10][CH2:11][C:12]2[C:13]([C:18]3[CH:19]=[CH:20][CH:21]=[CH:22][CH:23]=3)=[N:14][O:15][C:16]=2[CH3:17])=[N:6][CH:5]=1. The yield is 0.200.